This data is from Catalyst prediction with 721,799 reactions and 888 catalyst types from USPTO. The task is: Predict which catalyst facilitates the given reaction. (1) Reactant: [F:1][C:2]1[CH:3]=[C:4]2[CH:10]=[CH:9][NH:8][C:5]2=[N:6][CH:7]=1.ClC1C=CC=C(C(OO)=[O:19])C=1.ClCCl.CO. Product: [F:1][C:2]1[CH:3]=[C:4]2[CH:10]=[CH:9][NH:8][C:5]2=[N+:6]([O-:19])[CH:7]=1. The catalyst class is: 216. (2) Reactant: C(OC1C([N+]([O-])=O)=C([NH:13][C:14]2[CH:19]=[CH:18][C:17]([I:20])=[CH:16][C:15]=2[F:21])C(F)=C(F)C=1)C=C.C[O-].[Na+]. Product: [F:21][C:15]1[CH:16]=[C:17]([I:20])[CH:18]=[CH:19][C:14]=1[NH2:13]. The catalyst class is: 1. (3) Reactant: [Cl:1][C:2]1[C:7]([C:8]2[S:9][C:10]([Cl:13])=[CH:11][CH:12]=2)=[CH:6][CH:5]=[C:4]([Cl:14])[C:3]=1[CH2:15][C:16]([N:18]([CH2:28][CH:29]([F:31])[F:30])[C:19]1[N:20]=[CH:21][S:22][C:23]=1[C:24]([O:26]C)=O)=[O:17].[H-].[Na+]. Product: [Cl:1][C:2]1[C:7]([C:8]2[S:9][C:10]([Cl:13])=[CH:11][CH:12]=2)=[CH:6][CH:5]=[C:4]([Cl:14])[C:3]=1[C:15]1[C:16](=[O:17])[N:18]([CH2:28][CH:29]([F:30])[F:31])[C:19]2[N:20]=[CH:21][S:22][C:23]=2[C:24]=1[OH:26]. The catalyst class is: 1. (4) Reactant: [F:1][C:2]1[CH:7]=[C:6]([F:8])[CH:5]=[CH:4][C:3]=1[C:9]1[CH:14]=[C:13]([C:15]2[CH:16]=[N:17][C:18](F)=[CH:19][CH:20]=2)[CH:12]=[C:11]([NH2:22])[CH:10]=1.Cl.[O:24]1CCOCC1.C([O-])(O)=O.[Na+]. Product: [NH2:22][C:11]1[CH:12]=[C:13]([C:15]2[CH:20]=[CH:19][C:18]([OH:24])=[N:17][CH:16]=2)[CH:14]=[C:9]([C:3]2[CH:4]=[CH:5][C:6]([F:8])=[CH:7][C:2]=2[F:1])[CH:10]=1. The catalyst class is: 12. (5) Reactant: C([Li])(C)(C)C.CCCCC.[CH3:11][O:12][CH:13]([C:15]1[CH:20]=[C:19](Br)[CH:18]=[CH:17][C:16]=1[C:22]1[CH:27]=[CH:26][CH:25]=[CH:24][C:23]=1[CH3:28])[CH3:14].[C:29](=[O:31])=[O:30]. Product: [CH3:11][O:12][CH:13]([C:15]1[CH:20]=[C:19]([C:29]([OH:31])=[O:30])[CH:18]=[CH:17][C:16]=1[C:22]1[CH:27]=[CH:26][CH:25]=[CH:24][C:23]=1[CH3:28])[CH3:14]. The catalyst class is: 28. (6) Reactant: Cl.[F:2][C:3]([F:25])([F:24])[C:4]1[CH:9]=[CH:8][C:7]([C:10]2[C:11]3[CH2:18][CH2:17][CH:16]([O:19][CH2:20][C:21]([OH:23])=O)[C:12]=3[CH:13]=[N:14][CH:15]=2)=[CH:6][CH:5]=1.C(N1C=CN=C1)([N:28]1C=CN=C1)=O.N. Product: [F:24][C:3]([F:2])([F:25])[C:4]1[CH:5]=[CH:6][C:7]([C:10]2[C:11]3[CH2:18][CH2:17][CH:16]([O:19][CH2:20][C:21]([NH2:28])=[O:23])[C:12]=3[CH:13]=[N:14][CH:15]=2)=[CH:8][CH:9]=1. The catalyst class is: 85. (7) Reactant: [NH:1](C(OCC1C=CC=CC=1)=O)[C@@H:2]([C:26]([O:28][C:29]([CH3:32])([CH3:31])[CH3:30])=[O:27])[CH2:3][CH2:4][C:5]([NH:7][C@@H:8]([C:19]([O:21][C:22]([CH3:25])([CH3:24])[CH3:23])=[O:20])[CH2:9][C:10]1[C:18]2[C:13](=[CH:14][CH:15]=[CH:16][CH:17]=2)[NH:12][CH:11]=1)=[O:6].[H][H]. Product: [NH2:1][C@@H:2]([C:26]([O:28][C:29]([CH3:32])([CH3:31])[CH3:30])=[O:27])[CH2:3][CH2:4][C:5]([NH:7][C@@H:8]([C:19]([O:21][C:22]([CH3:25])([CH3:24])[CH3:23])=[O:20])[CH2:9][C:10]1[C:18]2[C:13](=[CH:14][CH:15]=[CH:16][CH:17]=2)[NH:12][CH:11]=1)=[O:6]. The catalyst class is: 50. (8) Reactant: [CH2:1]([O:8][C:9]1[CH:10]=[CH:11][C:12]([CH2:15]O)=[N:13][CH:14]=1)[C:2]1[CH:7]=[CH:6][CH:5]=[CH:4][CH:3]=1.[C:17]1(=[O:27])[NH:21][C:20](=[O:22])[C:19]2=[CH:23][CH:24]=[CH:25][CH:26]=[C:18]12.C1(P(C2C=CC=CC=2)C2C=CC=CC=2)C=CC=CC=1.N(C(OCC)=O)=NC(OCC)=O. Product: [CH2:1]([O:8][C:9]1[CH:10]=[CH:11][C:12]([CH2:15][N:21]2[C:17](=[O:27])[C:18]3[C:19](=[CH:23][CH:24]=[CH:25][CH:26]=3)[C:20]2=[O:22])=[N:13][CH:14]=1)[C:2]1[CH:3]=[CH:4][CH:5]=[CH:6][CH:7]=1. The catalyst class is: 7.